This data is from NCI-60 drug combinations with 297,098 pairs across 59 cell lines. The task is: Regression. Given two drug SMILES strings and cell line genomic features, predict the synergy score measuring deviation from expected non-interaction effect. (1) Drug 1: CN1CCC(CC1)COC2=C(C=C3C(=C2)N=CN=C3NC4=C(C=C(C=C4)Br)F)OC. Drug 2: CC1CCCC2(C(O2)CC(NC(=O)CC(C(C(=O)C(C1O)C)(C)C)O)C(=CC3=CSC(=N3)C)C)C. Cell line: SK-MEL-2. Synergy scores: CSS=3.19, Synergy_ZIP=0.0977, Synergy_Bliss=-1.43, Synergy_Loewe=-7.36, Synergy_HSA=-3.93. (2) Drug 1: C1CN(CCN1C(=O)CCBr)C(=O)CCBr. Drug 2: CC12CCC3C(C1CCC2OP(=O)(O)O)CCC4=C3C=CC(=C4)OC(=O)N(CCCl)CCCl.[Na+]. Cell line: SK-MEL-28. Synergy scores: CSS=30.6, Synergy_ZIP=-9.22, Synergy_Bliss=-4.47, Synergy_Loewe=-3.31, Synergy_HSA=-2.93. (3) Drug 1: C1=CC(=CC=C1CCCC(=O)O)N(CCCl)CCCl. Drug 2: CCC1=C2CN3C(=CC4=C(C3=O)COC(=O)C4(CC)O)C2=NC5=C1C=C(C=C5)O. Cell line: MCF7. Synergy scores: CSS=28.3, Synergy_ZIP=-14.7, Synergy_Bliss=-8.35, Synergy_Loewe=-7.11, Synergy_HSA=-4.38.